From a dataset of Peptide-MHC class I binding affinity with 185,985 pairs from IEDB/IMGT. Regression. Given a peptide amino acid sequence and an MHC pseudo amino acid sequence, predict their binding affinity value. This is MHC class I binding data. (1) The MHC is HLA-A26:01 with pseudo-sequence HLA-A26:01. The binding affinity (normalized) is 0.0847. The peptide sequence is AVDPAKAYK. (2) The peptide sequence is RVRQQVIQL. The MHC is HLA-A30:01 with pseudo-sequence HLA-A30:01. The binding affinity (normalized) is 1.00. (3) The peptide sequence is FKFRDLLFK. The MHC is H-2-Kb with pseudo-sequence H-2-Kb. The binding affinity (normalized) is 0.264.